From a dataset of CYP1A2 inhibition data for predicting drug metabolism from PubChem BioAssay. Regression/Classification. Given a drug SMILES string, predict its absorption, distribution, metabolism, or excretion properties. Task type varies by dataset: regression for continuous measurements (e.g., permeability, clearance, half-life) or binary classification for categorical outcomes (e.g., BBB penetration, CYP inhibition). Dataset: cyp1a2_veith. (1) The drug is O=C(Nc1cccc(F)c1)N1CC[C@@]2(CCCN(C(=O)c3csnn3)C2)C1. The result is 0 (non-inhibitor). (2) The molecule is CCOC(=O)c1c(NC(=O)c2c(N)n(CCCOC)c3nc4ccccc4nc23)sc2c1CCCC2. The result is 0 (non-inhibitor). (3) The compound is CC(=O)C1C(c2cccc(F)c2)NC(=O)NC1(O)C(F)(F)F. The result is 0 (non-inhibitor).